From a dataset of Full USPTO retrosynthesis dataset with 1.9M reactions from patents (1976-2016). Predict the reactants needed to synthesize the given product. (1) The reactants are: [F:1][C:2]([F:34])([F:33])[C:3]1[CH:4]=[C:5]([CH:26]=[C:27]([C:29]([F:32])([F:31])[F:30])[CH:28]=1)[C:6]([N:8]1[CH2:25][CH2:24][C:11]2([N:15]([C:16]3[CH:21]=[CH:20][CH:19]=[CH:18][C:17]=3[CH3:22])[C:14](=[O:23])[NH:13][CH2:12]2)[CH2:10][CH2:9]1)=[O:7].[CH:35]1([CH2:38]Br)[CH2:37][CH2:36]1. Given the product [F:34][C:2]([F:1])([F:33])[C:3]1[CH:4]=[C:5]([CH:26]=[C:27]([C:29]([F:32])([F:31])[F:30])[CH:28]=1)[C:6]([N:8]1[CH2:25][CH2:24][C:11]2([N:15]([C:16]3[CH:21]=[CH:20][CH:19]=[CH:18][C:17]=3[CH3:22])[C:14](=[O:23])[N:13]([CH2:38][CH:35]3[CH2:37][CH2:36]3)[CH2:12]2)[CH2:10][CH2:9]1)=[O:7], predict the reactants needed to synthesize it. (2) Given the product [F:16][C:8]([F:17])([C:9]1[CH:14]=[CH:13][C:12]([F:15])=[CH:11][CH:10]=1)[C:6]1[N:7]=[C:2]([NH:29][C:26]2[CH:25]=[C:24]([CH3:23])[NH:28][N:27]=2)[C:3]2[S:20][C:19]([S:21][CH3:22])=[N:18][C:4]=2[N:5]=1, predict the reactants needed to synthesize it. The reactants are: Cl[C:2]1[C:3]2[S:20][C:19]([S:21][CH3:22])=[N:18][C:4]=2[N:5]=[C:6]([C:8]([F:17])([F:16])[C:9]2[CH:14]=[CH:13][C:12]([F:15])=[CH:11][CH:10]=2)[N:7]=1.[CH3:23][C:24]1[NH:28][N:27]=[C:26]([NH2:29])[CH:25]=1.[I-].[K+].CCN(C(C)C)C(C)C. (3) Given the product [CH2:1]([O:3][C:4](=[O:28])[CH:5]([C:6]1[CH:11]=[CH:10][C:9]([C:12]2[CH:13]=[CH:14][C:15]([C:18]([F:21])([F:20])[F:19])=[CH:16][CH:17]=2)=[C:8]([O:22][CH2:23][C:24]([F:26])([F:27])[F:25])[CH:7]=1)[CH2:31][CH:32]([CH3:34])[CH3:33])[CH3:2], predict the reactants needed to synthesize it. The reactants are: [CH2:1]([O:3][C:4](=[O:28])[CH2:5][C:6]1[CH:11]=[CH:10][C:9]([C:12]2[CH:17]=[CH:16][C:15]([C:18]([F:21])([F:20])[F:19])=[CH:14][CH:13]=2)=[C:8]([O:22][CH2:23][C:24]([F:27])([F:26])[F:25])[CH:7]=1)[CH3:2].[H-].[Na+].[CH2:31](Br)[CH:32]([CH3:34])[CH3:33].[Cl-].[NH4+]. (4) Given the product [Cl:1][C:2]1[CH:3]=[C:4]2[C:9](=[C:10]([Cl:12])[CH:11]=1)[CH2:8][N:7]([CH3:13])[CH2:6][CH:5]2[C:14]1[CH:19]=[CH:18][C:17]([NH2:20])=[CH:16][CH:15]=1, predict the reactants needed to synthesize it. The reactants are: [Cl:1][C:2]1[CH:3]=[C:4]2[C:9](=[C:10]([Cl:12])[CH:11]=1)[CH2:8][N:7]([CH3:13])[CH2:6][CH:5]2[C:14]1[CH:19]=[CH:18][C:17]([NH:20]C(=O)C)=[CH:16][CH:15]=1.C[O-].[Na+]. (5) Given the product [Br:1][C:2]1[CH:3]=[C:4]([C:15]([NH:18][CH2:19][C:20]2[C:21](=[O:28])[NH:22][C:23]([CH3:27])=[CH:24][C:25]=2[CH3:26])=[O:17])[C:5]2[C:10]([CH3:11])=[N:9][N:8]([CH:12]([CH3:13])[CH3:14])[C:6]=2[N:7]=1, predict the reactants needed to synthesize it. The reactants are: [Br:1][C:2]1[CH:3]=[C:4]([C:15]([OH:17])=O)[C:5]2[C:10]([CH3:11])=[N:9][N:8]([CH:12]([CH3:14])[CH3:13])[C:6]=2[N:7]=1.[NH2:18][CH2:19][C:20]1[C:21](=[O:28])[NH:22][C:23]([CH3:27])=[CH:24][C:25]=1[CH3:26].C1CN([P+](ON2N=NC3C=CC=CC2=3)(N2CCCC2)N2CCCC2)CC1.F[P-](F)(F)(F)(F)F. (6) Given the product [OH:12][C@@:11]([CH3:14])([CH2:13][N:16]([CH3:15])[CH2:17][C:18]1[CH:23]=[CH:22][CH:21]=[CH:20][CH:19]=1)[CH2:10][N:3]1[CH:4]=[C:5]([N+:7]([O-:9])=[O:8])[N:6]=[C:2]1[Cl:1], predict the reactants needed to synthesize it. The reactants are: [Cl:1][C:2]1[N:3]([CH2:10][C@:11]2([CH3:14])[CH2:13][O:12]2)[CH:4]=[C:5]([N+:7]([O-:9])=[O:8])[N:6]=1.[CH3:15][NH:16][CH2:17][C:18]1[CH:23]=[CH:22][CH:21]=[CH:20][CH:19]=1.CN(C=O)C. (7) Given the product [NH2:14][C@@H:15]1[CH2:20][CH2:19][N:18]([C:21]2[C:22]([Cl:54])=[C:23]([NH:29][C:30]3[N:35]=[C:34]([NH:36][CH:46]4[CH2:47][CH2:48]4)[C:33]4=[N:49][CH:50]=[C:51]([C:52]#[N:53])[N:32]4[N:31]=3)[CH:24]=[C:25]([C:27]#[N:28])[CH:26]=2)[CH2:17][C@H:16]1[O:55][Si:56]([CH:60]([CH3:62])[CH3:61])([CH:63]([CH3:65])[CH3:64])[CH:57]([CH3:58])[CH3:59], predict the reactants needed to synthesize it. The reactants are: C(O)(C(F)(F)F)=O.C(OC(=O)[NH:14][C@@H:15]1[CH2:20][CH2:19][N:18]([C:21]2[CH:26]=[C:25]([C:27]#[N:28])[CH:24]=[C:23]([NH:29][C:30]3[N:35]=[C:34]([N:36]([CH:46]4[CH2:48][CH2:47]4)CC4C=CC(OC)=CC=4)[C:33]4=[N:49][CH:50]=[C:51]([C:52]#[N:53])[N:32]4[N:31]=3)[C:22]=2[Cl:54])[CH2:17][C@H:16]1[O:55][Si:56]([CH:63]([CH3:65])[CH3:64])([CH:60]([CH3:62])[CH3:61])[CH:57]([CH3:59])[CH3:58])(C)(C)C.C1(OC)C=CC=CC=1. (8) The reactants are: [F:1][C:2]1[CH:7]=[CH:6][C:5]([C:8](=[O:32])[CH:9]([NH:21][C:22](=[O:31])[CH2:23][CH2:24][CH2:25][C:26]2[S:27][CH:28]=[CH:29][CH:30]=2)[CH2:10][C:11]2[CH:16]=[CH:15][C:14]([C:17]([F:20])([F:19])[F:18])=[CH:13][CH:12]=2)=[CH:4][CH:3]=1.[BH4-].[Na+].Cl. Given the product [F:1][C:2]1[CH:7]=[CH:6][C:5]([CH:8]([OH:32])[CH:9]([NH:21][C:22](=[O:31])[CH2:23][CH2:24][CH2:25][C:26]2[S:27][CH:28]=[CH:29][CH:30]=2)[CH2:10][C:11]2[CH:12]=[CH:13][C:14]([C:17]([F:18])([F:20])[F:19])=[CH:15][CH:16]=2)=[CH:4][CH:3]=1, predict the reactants needed to synthesize it. (9) Given the product [S-2:1].[Na+:2].[Na+:2].[C:4]([O-:12])(=[S:1])[CH2:5][CH2:6][CH2:7][CH2:8][CH2:9][CH2:10][CH3:11].[Na+:2], predict the reactants needed to synthesize it. The reactants are: [S-2:1].[Na+:2].[Na+].[C:4](Cl)(=[O:12])[CH2:5][CH2:6][CH2:7][CH2:8][CH2:9][CH2:10][CH3:11].